Dataset: Catalyst prediction with 721,799 reactions and 888 catalyst types from USPTO. Task: Predict which catalyst facilitates the given reaction. (1) Reactant: C([O:6][CH2:7][C@@:8]([OH:22])([CH2:13][NH:14][CH2:15][C:16]1[CH:21]=[CH:20][CH:19]=[CH:18][CH:17]=1)[C:9]([F:12])([F:11])[F:10])(=O)CCC.C(O)C. Product: [F:10][C:9]([F:11])([F:12])[C@@:8]([CH2:13][NH:14][CH2:15][C:16]1[CH:21]=[CH:20][CH:19]=[CH:18][CH:17]=1)([OH:22])[CH2:7][OH:6]. The catalyst class is: 33. (2) Reactant: [Cl:1][C:2]1[CH:3]=[C:4]([CH:23]=[CH:24][C:25]=1[F:26])[CH2:5][N:6]1[CH2:15][CH2:14][C:13]2[C:12]([C:16]([O:18][CH3:19])=[O:17])=[N:11][C:10]([OH:20])=[C:9]([OH:21])[C:8]=2[C:7]1=[O:22].[CH3:27][O-].C[O-].[Mg+2].IC. Product: [Cl:1][C:2]1[CH:3]=[C:4]([CH:23]=[CH:24][C:25]=1[F:26])[CH2:5][N:6]1[CH2:15][CH2:14][C:13]2[C:8](=[C:9]([OH:21])[C:10](=[O:20])[N:11]([CH3:27])[C:12]=2[C:16]([O:18][CH3:19])=[O:17])[C:7]1=[O:22]. The catalyst class is: 3. (3) Reactant: [NH2:1][C:2]1[CH:3]=[C:4]([C:14]2[NH:15][C:16]3[N:17]([N:21]=[CH:22][C:23]=3[C:24]#[N:25])[C:18](=[O:20])[CH:19]=2)[CH:5]=[C:6]([C:8]2[CH:13]=[CH:12][CH:11]=[CH:10][CH:9]=2)[CH:7]=1.CCN(C(C)C)C(C)C.[C:35](Cl)(=[O:37])[CH3:36]. Product: [C:24]([C:23]1[CH:22]=[N:21][N:17]2[C:18](=[O:20])[CH:19]=[C:14]([C:4]3[CH:3]=[C:2]([NH:1][C:35](=[O:37])[CH3:36])[CH:7]=[C:6]([C:8]4[CH:9]=[CH:10][CH:11]=[CH:12][CH:13]=4)[CH:5]=3)[NH:15][C:16]=12)#[N:25]. The catalyst class is: 2. (4) Reactant: [C:1]1([CH3:19])[CH:6]=[CH:5][CH:4]=[CH:3][C:2]=1[N:7]1[C:15]2[C:10](=[CH:11][CH:12]=[CH:13][CH:14]=2)[C:9]([C:16](O)=[O:17])=[CH:8]1.[NH2:20][CH2:21][C:22]1[C:23]([OH:30])=[N:24][C:25]([CH3:29])=[CH:26][C:27]=1[CH3:28].Cl.C(N=C=NCCCN(C)C)C.ON1C2C=CC=CC=2N=N1.C(N(CC)CC)C. Product: [OH:30][C:23]1[C:22]([CH2:21][NH:20][C:16]([C:9]2[C:10]3[C:15](=[CH:14][CH:13]=[CH:12][CH:11]=3)[N:7]([C:2]3[CH:3]=[CH:4][CH:5]=[CH:6][C:1]=3[CH3:19])[CH:8]=2)=[O:17])=[C:27]([CH3:28])[CH:26]=[C:25]([CH3:29])[N:24]=1. The catalyst class is: 4. (5) Reactant: Cl[C:2]1N=[C:6]([O:8][CH3:9])[C:5]([O:10][CH3:11])=[CH:4][N:3]=1.[C:12]([C:14]1[CH:19]=[CH:18][C:17](B(O)O)=[CH:16][CH:15]=1)#[N:13].[C:23]([O-])([O-])=O.[Na+].[Na+]. Product: [CH3:9][O:8][C:6]1[C:5]([O:10][CH3:11])=[CH:4][N:3]=[C:2]([C:17]2[CH:18]=[CH:19][C:14]([C:12]#[N:13])=[CH:15][CH:16]=2)[CH:23]=1. The catalyst class is: 70. (6) Reactant: [OH:1][C:2]1[CH:12]=[CH:11][C:5]([CH:6]=[CH:7][C:8]([OH:10])=[O:9])=[CH:4][CH:3]=1.[CH3:13]O. Product: [CH3:13][O:9][C:8](=[O:10])[CH:7]=[CH:6][C:5]1[CH:4]=[CH:3][C:2]([OH:1])=[CH:12][CH:11]=1. The catalyst class is: 65. (7) Reactant: [C:1]1([N:7]=[C:8]=[O:9])[CH:6]=[CH:5][CH:4]=[CH:3][CH:2]=1.[NH2:10][C:11]1[CH:31]=[CH:30][C:14]([CH2:15][NH:16][C:17]2[C:26]3[C:21](=[C:22]([C:27]([NH2:29])=[O:28])[CH:23]=[CH:24][CH:25]=3)[N:20]=[CH:19][N:18]=2)=[CH:13][CH:12]=1.C(N(CC)CC)C. Product: [NH:7]([C:8]([NH:10][C:11]1[CH:12]=[CH:13][C:14]([CH2:15][NH:16][C:17]2[C:26]3[C:21](=[C:22]([C:27]([NH2:29])=[O:28])[CH:23]=[CH:24][CH:25]=3)[N:20]=[CH:19][N:18]=2)=[CH:30][CH:31]=1)=[O:9])[C:1]1[CH:6]=[CH:5][CH:4]=[CH:3][CH:2]=1. The catalyst class is: 2.